From a dataset of Forward reaction prediction with 1.9M reactions from USPTO patents (1976-2016). Predict the product of the given reaction. (1) Given the reactants [NH2:1][C:2]1[NH:6][N:5]=[C:4]([NH:7][C:8]2[CH:13]=[C:12]([C:14]([F:17])([F:16])[F:15])[C:11]([C:18]3[CH:23]=[CH:22][C:21]([O:24][CH:25]4[CH2:30][CH2:29][N:28](C(OC(C)(C)C)=O)[CH2:27][CH2:26]4)=[CH:20][CH:19]=3)=[C:10]([Cl:38])[CH:9]=2)[N:3]=1.Cl, predict the reaction product. The product is: [ClH:38].[Cl:38][C:10]1[C:11]([C:18]2[CH:19]=[CH:20][C:21]([O:24][CH:25]3[CH2:30][CH2:29][NH:28][CH2:27][CH2:26]3)=[CH:22][CH:23]=2)=[C:12]([C:14]([F:16])([F:15])[F:17])[CH:13]=[C:8]([NH:7][C:4]2[N:3]=[C:2]([NH2:1])[NH:6][N:5]=2)[CH:9]=1. (2) Given the reactants [C:1]([C:3]1[CH:8]=[CH:7][CH:6]=[CH:5][C:4]=1[C:9]1[CH:14]=[CH:13][C:12]([CH2:15][CH:16]([C:22](=O)[CH2:23][CH2:24][CH3:25])[C:17](OCC)=[O:18])=[CH:11][C:10]=1[O:27][CH3:28])#[N:2].Cl.[C:30](=[NH:33])([NH2:32])[CH3:31].C[O-].[Na+], predict the reaction product. The product is: [CH3:28][O:27][C:10]1[CH:11]=[C:12]([CH2:15][C:16]2[C:17](=[O:18])[NH:32][C:30]([CH3:31])=[N:33][C:22]=2[CH2:23][CH2:24][CH3:25])[CH:13]=[CH:14][C:9]=1[C:4]1[C:3]([C:1]#[N:2])=[CH:8][CH:7]=[CH:6][CH:5]=1. (3) Given the reactants [NH:1]1[CH2:6][CH2:5][C:4]2([O:11][C:10]3[C:12]4[C:17]([C:18](=[O:21])[C:19](=[O:20])[C:9]=3[S:8][CH2:7]2)=[CH:16][CH:15]=[CH:14][CH:13]=4)[CH2:3][CH2:2]1.Br[CH2:23][CH:24]1[CH2:29][CH2:28][CH2:27][CH2:26][O:25]1, predict the reaction product. The product is: [O:25]1[CH2:26][CH2:27][CH2:28][CH2:29][CH:24]1[CH2:23][N:1]1[CH2:2][CH2:3][C:4]2([O:11][C:10]3[C:12]4[C:17]([C:18](=[O:21])[C:19](=[O:20])[C:9]=3[S:8][CH2:7]2)=[CH:16][CH:15]=[CH:14][CH:13]=4)[CH2:5][CH2:6]1. (4) Given the reactants [O-]P1(OP([O-])(=O)OP([O-])(=O)OP([O-])(=O)O1)=O.[Na+].[Na+].[Na+].[Na+].[Cl:21][C:22]1[C:27]2[CH2:28][CH:29]([C:30]([OH:32])=O)[C:26]=2[CH:25]=[CH:24][CH:23]=1.Cl.[CH2:34]([NH:41][CH2:42][CH2:43][C:44](=[O:46])[CH3:45])[C:35]1[CH:40]=[CH:39][CH:38]=[CH:37][CH:36]=1.C(N(CC)CC)C, predict the reaction product. The product is: [CH2:34]([N:41]([CH2:42][CH2:43][C:44](=[O:46])[CH3:45])[C:30]([CH:29]1[C:26]2[CH:25]=[CH:24][CH:23]=[C:22]([Cl:21])[C:27]=2[CH2:28]1)=[O:32])[C:35]1[CH:40]=[CH:39][CH:38]=[CH:37][CH:36]=1. (5) Given the reactants [CH3:1][NH:2][CH2:3][CH2:4][CH2:5][O:6][CH2:7][CH2:8][O:9][CH2:10][CH2:11][O:12][CH2:13][CH2:14][CH2:15][NH:16][CH3:17].[C:18](O[C:18]([O:20][C:21]([CH3:24])([CH3:23])[CH3:22])=[O:19])([O:20][C:21]([CH3:24])([CH3:23])[CH3:22])=[O:19], predict the reaction product. The product is: [CH3:17][N:16]([C:18]([O:20][C:21]([CH3:24])([CH3:23])[CH3:22])=[O:19])[CH2:15][CH2:14][CH2:13][O:12][CH2:11][CH2:10][O:9][CH2:8][CH2:7][O:6][CH2:5][CH2:4][CH2:3][NH:2][CH3:1]. (6) Given the reactants FC(F)(F)C(OC1C(OC(=O)C(F)(F)F)=C(I)C=CC=1)=O.C([C:25]1[CH:30]=[C:29]([O:31][C:32]2[CH:37]=[CH:36][C:35]([NH:38][C:39]([NH:41][C:42](=[O:51])[CH2:43][C:44]3[CH:49]=[CH:48][C:47]([F:50])=[CH:46][CH:45]=3)=[O:40])=[CH:34][C:33]=2[F:52])[CH:28]=[CH:27][N:26]=1)(=O)N.O.[N:54]1C=CC=CC=1.[ClH:60], predict the reaction product. The product is: [ClH:60].[NH2:54][C:25]1[CH:30]=[C:29]([O:31][C:32]2[CH:37]=[CH:36][C:35]([NH:38][C:39]([NH:41][C:42](=[O:51])[CH2:43][C:44]3[CH:49]=[CH:48][C:47]([F:50])=[CH:46][CH:45]=3)=[O:40])=[CH:34][C:33]=2[F:52])[CH:28]=[CH:27][N:26]=1.